This data is from Full USPTO retrosynthesis dataset with 1.9M reactions from patents (1976-2016). The task is: Predict the reactants needed to synthesize the given product. (1) Given the product [F:33][CH2:34][CH2:35][NH:36][C:4]([C@@H:6]1[O:10][C:9](=[O:11])[N:8]([C:12]2[CH:17]=[CH:16][C:15]([N:18]3[CH:23]=[CH:22][C:21](=[O:24])[CH2:20][CH2:19]3)=[CH:14][CH:13]=2)[CH2:7]1)=[O:5], predict the reactants needed to synthesize it. The reactants are: C(O[C:4]([C@@H:6]1[O:10][C:9](=[O:11])[N:8]([C:12]2[CH:17]=[CH:16][C:15]([N:18]3[CH:23]=[CH:22][C:21](=[O:24])[CH2:20][CH2:19]3)=[CH:14][CH:13]=2)[CH2:7]1)=[O:5])C.C(N(CC)CC)C.Cl.[F:33][CH2:34][CH2:35][NH2:36]. (2) Given the product [F:30][C:26]1[CH:25]=[C:24]([CH:29]=[CH:28][CH:27]=1)[CH2:23][N:18]1[C:19]2[C:15](=[C:14]([N:11]3[CH2:10][CH2:9][NH:8][CH2:13][CH2:12]3)[CH:22]=[CH:21][CH:20]=2)[C:16]([CH3:33])([CH3:32])[C:17]1=[O:31], predict the reactants needed to synthesize it. The reactants are: C(OC([N:8]1[CH2:13][CH2:12][N:11]([C:14]2[CH:22]=[CH:21][CH:20]=[C:19]3[C:15]=2[C:16]([CH3:33])([CH3:32])[C:17](=[O:31])[N:18]3[CH2:23][C:24]2[CH:29]=[CH:28][CH:27]=[C:26]([F:30])[CH:25]=2)[CH2:10][CH2:9]1)=O)(C)(C)C.Cl.CCO.C(OCC)C.